This data is from Reaction yield outcomes from USPTO patents with 853,638 reactions. The task is: Predict the reaction yield, written as a fraction of the theoretical maximum amount of product (1.0 means a 100% yield; for example, 0.34 means a 34% yield). (1) The reactants are [Cl-].O[NH3+:3].[C:4](=[O:7])([O-])[OH:5].[Na+].[CH2:9]([N:16]1[CH2:21][CH2:20][CH:19]([N:22]2[C:27](=[O:28])[C:26]([CH2:29][C:30]3[CH:35]=[CH:34][C:33]([C:36]4[C:37]([C:42]#[N:43])=[CH:38][CH:39]=[CH:40][CH:41]=4)=[CH:32][CH:31]=3)=[C:25]([CH2:44][CH2:45][CH3:46])[N:24]3[N:47]=[CH:48][N:49]=[C:23]23)[CH2:18][CH2:17]1)[C:10]1[CH:15]=[CH:14][CH:13]=[CH:12][CH:11]=1. The catalyst is CS(C)=O.C(OCC)(=O)C. The product is [CH2:9]([N:16]1[CH2:21][CH2:20][CH:19]([N:22]2[C:27](=[O:28])[C:26]([CH2:29][C:30]3[CH:35]=[CH:34][C:33]([C:36]4[CH:41]=[CH:40][CH:39]=[CH:38][C:37]=4[C:42]4[NH:3][C:4](=[O:7])[O:5][N:43]=4)=[CH:32][CH:31]=3)=[C:25]([CH2:44][CH2:45][CH3:46])[N:24]3[N:47]=[CH:48][N:49]=[C:23]23)[CH2:18][CH2:17]1)[C:10]1[CH:15]=[CH:14][CH:13]=[CH:12][CH:11]=1. The yield is 0.160. (2) The reactants are [CH2:1]([C:5]1[O:6][C:7]2[CH:13]=[CH:12][CH:11]=[CH:10][C:8]=2[CH:9]=1)[CH2:2][CH2:3][CH3:4].[Br:14][C:15]1[CH:23]=[CH:22][C:18]([C:19](Cl)=[O:20])=[CH:17][CH:16]=1.[Al+3].[Cl-].[Cl-].[Cl-]. The catalyst is ClCCl. The product is [Br:14][C:15]1[CH:23]=[CH:22][C:18]([C:19]([C:9]2[C:8]3[CH:10]=[CH:11][CH:12]=[CH:13][C:7]=3[O:6][C:5]=2[CH2:1][CH2:2][CH2:3][CH3:4])=[O:20])=[CH:17][CH:16]=1. The yield is 0.360. (3) The reactants are C([O-])([O-])=O.[K+].[K+].Br[CH2:8][CH2:9][F:10].[C:11]([C:13]1[CH:18]=[CH:17][CH:16]=[CH:15][C:14]=1[OH:19])#[N:12].O. The catalyst is CN(C=O)C. The product is [F:10][CH2:9][CH2:8][O:19][C:14]1[CH:15]=[CH:16][CH:17]=[CH:18][C:13]=1[C:11]#[N:12]. The yield is 0.840. (4) The reactants are O1CCCC1.O1CCCC1.C([N-]C(C)C)(C)C.[Li+].[C:19]([O:22][C:23]([CH3:26])([CH3:25])[CH3:24])(=[O:21])[CH3:20].[O:27]1[CH2:31][CH:30]=[CH:29][C:28]1=[O:32]. The catalyst is O. The product is [O:32]=[C:28]1[O:27][CH2:31][CH:30]([CH2:20][C:19]([O:22][C:23]([CH3:26])([CH3:25])[CH3:24])=[O:21])[CH2:29]1. The yield is 0.720. (5) The reactants are Br[C:2]1[CH:23]=[CH:22][C:5]2[C:6]3[N:7]=[C:8]([C:14]4[N:15]([CH:19]([CH3:21])[CH3:20])[N:16]=[CH:17][N:18]=4)[S:9][C:10]=3[CH2:11][CH2:12][O:13][C:4]=2[CH:3]=1.[OH-:24].[K+].C(P(C(C)(C)C)C1C(C)=C(C)C(C)=C(C)C=1C1C(C(C)C)=CC(C(C)C)=CC=1C(C)C)(C)(C)C.O. The catalyst is O1CCOCC1.C1C=CC(/C=C/C(/C=C/C2C=CC=CC=2)=O)=CC=1.C1C=CC(/C=C/C(/C=C/C2C=CC=CC=2)=O)=CC=1.C1C=CC(/C=C/C(/C=C/C2C=CC=CC=2)=O)=CC=1.[Pd].[Pd]. The product is [CH:19]([N:15]1[C:14]([C:8]2[S:9][C:10]3[CH2:11][CH2:12][O:13][C:4]4[CH:3]=[C:2]([OH:24])[CH:23]=[CH:22][C:5]=4[C:6]=3[N:7]=2)=[N:18][CH:17]=[N:16]1)([CH3:21])[CH3:20]. The yield is 0.540. (6) The reactants are [N:1]1[CH:6]=[CH:5][C:4]([N:7]2[CH2:12][CH2:11][CH:10]([C:13](Cl)=[O:14])[CH2:9][CH2:8]2)=[CH:3][CH:2]=1.Cl.[NH2:17][CH2:18][CH2:19][CH:20]([NH:29][C:30](=[O:46])[CH2:31][NH:32][S:33]([C:36]1[CH:45]=[CH:44][C:43]2[C:38](=[CH:39][CH:40]=[CH:41][CH:42]=2)[CH:37]=1)(=[O:35])=[O:34])[C:21]([N:23]1[CH2:28][CH2:27][CH2:26][CH2:25][CH2:24]1)=[O:22]. No catalyst specified. The product is [CH:37]1[C:38]2[C:43](=[CH:42][CH:41]=[CH:40][CH:39]=2)[CH:44]=[CH:45][C:36]=1[S:33]([NH:32][CH2:31][C:30]([NH:29][CH:20]([C:21]([N:23]1[CH2:28][CH2:27][CH2:26][CH2:25][CH2:24]1)=[O:22])[CH2:19][CH2:18][NH:17][C:13]([CH:10]1[CH2:11][CH2:12][N:7]([C:4]2[CH:5]=[CH:6][N:1]=[CH:2][CH:3]=2)[CH2:8][CH2:9]1)=[O:14])=[O:46])(=[O:35])=[O:34]. The yield is 0.170. (7) The reactants are [CH:1]1([C:7]2[C:15]3[C:10](=[CH:11][C:12]([C:16]([O:18]C)=[O:17])=[CH:13][CH:14]=3)[N:9]([CH2:20][C:21]([N:23]([CH3:25])[CH3:24])=[O:22])[C:8]=2[C:26]2[CH:27]=[N:28][C:29]([O:32][CH3:33])=[CH:30][CH:31]=2)[CH2:6][CH2:5][CH2:4][CH2:3][CH2:2]1.CO.Cl. The catalyst is C1COCC1. The product is [CH:1]1([C:7]2[C:15]3[C:10](=[CH:11][C:12]([C:16]([OH:18])=[O:17])=[CH:13][CH:14]=3)[N:9]([CH2:20][C:21]([N:23]([CH3:25])[CH3:24])=[O:22])[C:8]=2[C:26]2[CH:27]=[N:28][C:29]([O:32][CH3:33])=[CH:30][CH:31]=2)[CH2:6][CH2:5][CH2:4][CH2:3][CH2:2]1. The yield is 0.900. (8) The reactants are [BH4-].[Na+].[O:3]=[C:4]1[CH2:18][C@@H:7]2[CH2:8][N:9]([C:11]([O:13][C:14]([CH3:17])([CH3:16])[CH3:15])=[O:12])[CH2:10][C@@H:6]2[CH2:5]1. The catalyst is CO. The product is [OH:3][CH:4]1[CH2:18][C@@H:7]2[CH2:8][N:9]([C:11]([O:13][C:14]([CH3:16])([CH3:15])[CH3:17])=[O:12])[CH2:10][C@@H:6]2[CH2:5]1. The yield is 0.980. (9) The reactants are Cl[C:2]1[CH:7]=[CH:6][N:5]=[C:4]2[CH:8]=[C:9]([C:11]([N:13]([CH3:15])[CH3:14])=[O:12])[S:10][C:3]=12.C(=O)([O-])[O-].[K+].[K+].[F:22][C:23]1[CH:28]=[C:27]([N+:29]([O-:31])=[O:30])[CH:26]=[CH:25][C:24]=1[OH:32].CO.CCOC(C)=O. The catalyst is C1(OC2C=CC=CC=2)C=CC=CC=1.CCOC(C)=O. The product is [F:22][C:23]1[CH:28]=[C:27]([N+:29]([O-:31])=[O:30])[CH:26]=[CH:25][C:24]=1[O:32][C:2]1[CH:7]=[CH:6][N:5]=[C:4]2[CH:8]=[C:9]([C:11]([N:13]([CH3:15])[CH3:14])=[O:12])[S:10][C:3]=12. The yield is 0.410.